From a dataset of Reaction yield outcomes from USPTO patents with 853,638 reactions. Predict the reaction yield, written as a fraction of the theoretical maximum amount of product (1.0 means a 100% yield; for example, 0.34 means a 34% yield). (1) The reactants are [Br:1][C:2]1[C:3]([F:12])=[C:4]2[C:10]([NH2:11])=[CH:9][NH:8][C:5]2=[N:6][CH:7]=1.[O:13]1[CH2:17][CH2:16][CH2:15][CH:14]1[C:18](O)=[O:19].C(N(CC)CC)C.C1N(P(Cl)(N2C(=O)OCC2)=O)C(=O)OC1.[Li+].[OH-]. The catalyst is C(Cl)Cl.O. The product is [Br:1][C:2]1[C:3]([F:12])=[C:4]2[C:10]([NH:11][C:18]([CH:14]3[CH2:15][CH2:16][CH2:17][O:13]3)=[O:19])=[CH:9][NH:8][C:5]2=[N:6][CH:7]=1. The yield is 0.806. (2) The reactants are Br[C:2]1[CH:7]=[C:6]([O:8][CH2:9][CH2:10][O:11][CH3:12])[CH:5]=[CH:4][C:3]=1[O:13][CH3:14].B(OC(C)C)(OC(C)C)OC(C)C.C([Li])CCC.B(O)O.[N:36]1[CH:41]=[CH:40][CH:39]=[C:38]([NH:42][C:43]([N:45]2[CH2:48][CH:47]([O:49][C:50]3[CH:55]=[CH:54][C:53](I)=[CH:52][N:51]=3)[CH2:46]2)=[O:44])[N:37]=1. The catalyst is C1COCC1.C(=O)(O)[O-].[Na+].C(Cl)Cl.CN(C=O)C. The product is [N:36]1[CH:41]=[CH:40][CH:39]=[C:38]([NH:42][C:43]([N:45]2[CH2:46][CH:47]([O:49][C:50]3[CH:55]=[CH:54][C:53]([C:2]4[CH:7]=[C:6]([O:8][CH2:9][CH2:10][O:11][CH3:12])[CH:5]=[CH:4][C:3]=4[O:13][CH3:14])=[CH:52][N:51]=3)[CH2:48]2)=[O:44])[N:37]=1. The yield is 0.410. (3) The reactants are [C:1](#[N:5])[CH2:2][C:3]#[N:4].[CH2:6]([OH:8])[CH3:7].[ClH:9]. The catalyst is CCOCC. The product is [ClH:9].[C:3]([CH2:2][C:1](=[NH:5])[O:8][CH2:6][CH3:7])#[N:4]. The yield is 0.560. (4) The reactants are [Cl:1][C:2]1[CH:3]=[C:4]([NH:9][C:10]([C:12]2[N:13]=[N:14][S:15][C:16]=2[CH2:17][O:18][Si:19]([CH:26]([CH3:28])[CH3:27])([CH:23]([CH3:25])[CH3:24])[CH:20]([CH3:22])[CH3:21])=O)[CH:5]=[CH:6][C:7]=1[F:8].COC1C=CC(P2(=S)SP(C3C=CC(OC)=CC=3)(=S)[S:38]2)=CC=1. The catalyst is C1COCC1. The product is [Cl:1][C:2]1[CH:3]=[C:4]([NH:9][C:10]([C:12]2[N:13]=[N:14][S:15][C:16]=2[CH2:17][O:18][Si:19]([CH:26]([CH3:28])[CH3:27])([CH:23]([CH3:25])[CH3:24])[CH:20]([CH3:22])[CH3:21])=[S:38])[CH:5]=[CH:6][C:7]=1[F:8]. The yield is 0.760. (5) The reactants are [CH:1]1([N:7]([CH:18]2[CH2:23][CH2:22][CH2:21][CH2:20][CH2:19]2)[C:8]([NH:10][C:11]2[S:12][C:13]([CH:16]=O)=[CH:14][N:15]=2)=[O:9])[CH2:6][CH2:5][CH2:4][CH2:3][CH2:2]1.Cl.[O:25]=[S:26]1(=[O:32])[CH2:31][CH2:30][NH:29][CH2:28][CH2:27]1.C(O[BH-](OC(=O)C)OC(=O)C)(=O)C.[Na+]. No catalyst specified. The product is [CH:1]1([N:7]([CH:18]2[CH2:23][CH2:22][CH2:21][CH2:20][CH2:19]2)[C:8]([NH:10][C:11]2[S:12][C:13]([CH2:16][N:29]3[CH2:30][CH2:31][S:26](=[O:32])(=[O:25])[CH2:27][CH2:28]3)=[CH:14][N:15]=2)=[O:9])[CH2:6][CH2:5][CH2:4][CH2:3][CH2:2]1. The yield is 0.180. (6) The reactants are C(OC([N:8]1[CH2:13][CH2:12][CH:11]([N:14]2[C:22](=[O:23])[C:21]3[C:16](=[CH:17][CH:18]=[CH:19][C:20]=3[C:24](=[O:26])[NH2:25])[CH:15]2C)[CH2:10][CH2:9]1)=O)(C)(C)C.O1CCOCC1. The catalyst is Cl. The product is [O:23]=[C:22]1[C:21]2[C:20]([C:24]([NH2:25])=[O:26])=[CH:19][CH:18]=[CH:17][C:16]=2[CH2:15][N:14]1[CH:11]1[CH2:10][CH2:9][NH:8][CH2:13][CH2:12]1. The yield is 0.950. (7) The reactants are [NH2:1][C:2]1[CH:7]=[CH:6][C:5]([Cl:8])=[CH:4][C:3]=1[C:9]([C:11]1[CH:16]=[CH:15][CH:14]=[CH:13][CH:12]=1)=O.[CH2:17]([O:19][C:20](=[O:27])[CH2:21][C:22](OCC)=[O:23])[CH3:18].C1CCN2C(=NCCC2)CC1. No catalyst specified. The product is [CH2:17]([O:19][C:20]([C:21]1[C:22](=[O:23])[NH:1][C:2]2[C:3]([C:9]=1[C:11]1[CH:16]=[CH:15][CH:14]=[CH:13][CH:12]=1)=[CH:4][C:5]([Cl:8])=[CH:6][CH:7]=2)=[O:27])[CH3:18]. The yield is 0.490. (8) The reactants are [Cl:1][C:2]1[C:7]([CH:8]=[O:9])=[C:6]([OH:10])[CH:5]=[C:4]([OH:11])[CH:3]=1.[O:12]1[CH:17]=[CH:16][CH2:15][CH2:14][CH2:13]1. The catalyst is C(Cl)Cl. The product is [Cl:1][C:2]1[C:7]([CH:8]=[O:9])=[C:6]([OH:10])[CH:5]=[C:4]([O:11][CH:13]2[CH2:14][CH2:15][CH2:16][CH2:17][O:12]2)[CH:3]=1. The yield is 0.873.